From a dataset of Reaction yield outcomes from USPTO patents with 853,638 reactions. Predict the reaction yield, written as a fraction of the theoretical maximum amount of product (1.0 means a 100% yield; for example, 0.34 means a 34% yield). The yield is 0.504. The reactants are [F:1][C:2]([F:19])([F:18])[C:3]1[CH:4]=[C:5]([CH:9]([C:14]([O:16][CH3:17])=[O:15])[C:10]([O:12][CH3:13])=[O:11])[CH:6]=[CH:7][CH:8]=1.[OH-].[Na+].[ClH:22].[Cl:23][C:24]1[CH:29]=[C:28]([Cl:30])[CH:27]=[C:26]([Cl:31])C=1O. The product is [F:1][C:2]([F:18])([F:19])[C:3]1[CH:4]=[C:5]([CH:9]([C:10]([O:12][C:13]2[C:26]([Cl:31])=[CH:27][C:28]([Cl:30])=[CH:29][C:24]=2[Cl:23])=[O:11])[C:14]([O:16][C:17]2[C:24]([Cl:22])=[CH:29][C:28]([Cl:30])=[CH:27][C:26]=2[Cl:31])=[O:15])[CH:6]=[CH:7][CH:8]=1. The catalyst is O.